From a dataset of Catalyst prediction with 721,799 reactions and 888 catalyst types from USPTO. Predict which catalyst facilitates the given reaction. (1) Reactant: [C:1]1([C:7]([C:17]2[CH:22]=[CH:21][CH:20]=[CH:19][CH:18]=2)([C:11]2[CH:16]=[CH:15][CH:14]=[CH:13][CH:12]=2)[C:8](O)=[O:9])[CH:6]=[CH:5][CH:4]=[CH:3][CH:2]=1.[NH2:23][CH2:24][CH2:25][CH2:26][N:27]1[CH2:32][CH2:31][CH:30]([C:33]2[CH:34]=[C:35]([NH:39][C:40](=[O:44])[CH:41]([CH3:43])[CH3:42])[CH:36]=[CH:37][CH:38]=2)[CH2:29][CH2:28]1. Product: [CH3:42][CH:41]([CH3:43])[C:40]([NH:39][C:35]1[CH:36]=[CH:37][CH:38]=[C:33]([CH:30]2[CH2:29][CH2:28][N:27]([CH2:26][CH2:25][CH2:24][NH:23][C:8](=[O:9])[C:7]([C:11]3[CH:16]=[CH:15][CH:14]=[CH:13][CH:12]=3)([C:17]3[CH:22]=[CH:21][CH:20]=[CH:19][CH:18]=3)[C:1]3[CH:6]=[CH:5][CH:4]=[CH:3][CH:2]=3)[CH2:32][CH2:31]2)[CH:34]=1)=[O:44]. The catalyst class is: 22. (2) Reactant: [F:1][C:2]1[N:10]=[C:9]2[C:5]([NH:6][CH:7]=[N:8]2)=[C:4](Cl)[N:3]=1.[CH3:12][O:13][C:14]1[CH:19]=[CH:18][CH:17]=[C:16]([NH2:20])[CH:15]=1.C(N(CC)CC)C. The catalyst class is: 51. Product: [F:1][C:2]1[N:10]=[C:9]2[C:5]([NH:6][CH:7]=[N:8]2)=[C:4]([NH:20][C:16]2[CH:17]=[CH:18][CH:19]=[C:14]([O:13][CH3:12])[CH:15]=2)[N:3]=1. (3) Reactant: [O:1]=[C:2]1[CH2:7][CH2:6][CH:5]([C:8]([O:10][CH2:11][CH3:12])=[O:9])[CH2:4][CH2:3]1.[CH2:13](O)[CH2:14][OH:15].C(OC(OCC)OCC)C.CC1C=CC(S(O)(=O)=O)=CC=1. Product: [O:15]1[C:2]2([CH2:7][CH2:6][CH:5]([C:8]([O:10][CH2:11][CH3:12])=[O:9])[CH2:4][CH2:3]2)[O:1][CH2:13][CH2:14]1. The catalyst class is: 2.